This data is from Full USPTO retrosynthesis dataset with 1.9M reactions from patents (1976-2016). The task is: Predict the reactants needed to synthesize the given product. (1) The reactants are: [C:1]([OH:11])(=O)[CH2:2][CH2:3][C:4]1[CH:9]=[CH:8][CH:7]=[CH:6][CH:5]=1.CN(C=O)C.C(Cl)(C([Cl:21])=O)=O. Given the product [C:4]1([CH2:3][CH2:2][C:1]([Cl:21])=[O:11])[CH:9]=[CH:8][CH:7]=[CH:6][CH:5]=1, predict the reactants needed to synthesize it. (2) Given the product [CH3:48][C:49]([NH:55][C:6](=[O:8])[C:5]1[CH:9]=[C:10]([F:11])[C:2]([F:1])=[CH:3][C:4]=1[NH:12][CH2:13][CH:14]([CH3:16])[CH3:15])([CH:52]([CH3:54])[CH3:53])[C:50]#[CH:51], predict the reactants needed to synthesize it. The reactants are: [F:1][C:2]1[C:10]([F:11])=[CH:9][C:5]([C:6]([OH:8])=O)=[C:4]([NH:12][CH2:13][CH:14]([CH3:16])[CH3:15])[CH:3]=1.CCN=C=NCCCN(C)C.C1C=CC2N(O)N=NC=2C=1.CCN(C(C)C)C(C)C.Cl.[CH3:48][C:49]([NH2:55])([CH:52]([CH3:54])[CH3:53])[C:50]#[CH:51]. (3) Given the product [Cl:1][C:2]1[CH:3]=[CH:4][C:5]2[O:10][CH:13]([C:12]([F:11])([F:21])[F:20])[C:14]([C:15]([O:17][CH2:18][CH3:19])=[O:16])=[CH:7][C:6]=2[CH:9]=1, predict the reactants needed to synthesize it. The reactants are: [Cl:1][C:2]1[CH:9]=[C:6]([CH:7]=O)[C:5]([OH:10])=[CH:4][CH:3]=1.[F:11][C:12]([F:21])([F:20])/[CH:13]=[CH:14]/[C:15]([O:17][CH2:18][CH3:19])=[O:16].C([O-])([O-])=O.[K+].[K+]. (4) Given the product [CH2:38]([O:37][C:30]([C:31]1[CH:18]=[C:17]([C:15]2[N:16]=[C:12]([CH3:11])[NH:13][CH:14]=2)[N:40]([C:42]2[CH:47]=[N:46][C:45]([O:48][CH3:49])=[CH:44][CH:43]=2)[N:41]=1)=[O:36])[CH3:39], predict the reactants needed to synthesize it. The reactants are: C[Si]([N-][Si](C)(C)C)(C)C.[Li+].[CH3:11][C:12]1[N:13](S(C2C=CC(C)=CC=2)(=O)=O)[CH:14]=[C:15]([C:17](=O)[CH3:18])[N:16]=1.[C:30]([O:37][CH2:38][CH3:39])(=[O:36])[C:31](OCC)=O.[NH:40]([C:42]1[CH:43]=[CH:44][C:45]([O:48][CH3:49])=[N:46][CH:47]=1)[NH2:41].Cl.C(O)C.C(=O)([O-])O.[Na+]. (5) Given the product [O:1]=[C:2]1[C:10]2[C:5](=[CH:6][CH:7]=[CH:8][CH:9]=2)[C:4](=[O:11])[N:3]1[CH2:12][CH2:13][O:14][CH2:15][CH2:16][O:17][CH2:18][CH2:19][O:20][CH2:21][CH2:22][C:23]([OH:25])=[O:24], predict the reactants needed to synthesize it. The reactants are: [O:1]=[C:2]1[C:10]2[C:5](=[CH:6][CH:7]=[CH:8][CH:9]=2)[C:4](=[O:11])[N:3]1[CH2:12][CH2:13][O:14][CH2:15][CH2:16][O:17][CH2:18][CH2:19][O:20][CH2:21][CH2:22][C:23]([O:25]C(C)(C)C)=[O:24]. (6) Given the product [CH:42]1[C:41]([C:29]2[O:30][C:31]3[C:36](=[C:35]([OH:39])[CH:34]=[C:33]([OH:40])[CH:32]=3)[C:37](=[O:38])[C:28]=2[O:27][C@@H:25]2[O:26][C@H:21]([CH2:20][OH:19])[C@@H:22]([OH:51])[C@H:23]([OH:50])[C@H:24]2[OH:49])=[CH:46][C:45]([OH:47])=[C:44]([OH:48])[CH:43]=1.[O:1]=[CH:2][C@@H:3]([C@@H:5]([C@H:7]([C@H:9]([CH3:11])[OH:10])[OH:8])[OH:6])[OH:4], predict the reactants needed to synthesize it. The reactants are: [O:1]=[CH:2][C@@H:3]([C@@H:5]([C@H:7]([C@H:9]([CH3:11])[OH:10])[OH:8])[OH:6])[OH:4].C[C@@H]1O[C@@H]([O:19][CH2:20][C@H:21]2[O:26][C@@H:25]([O:27][C:28]3[C:37](=[O:38])[C:36]4[C:35]([OH:39])=[CH:34][C:33]([OH:40])=[CH:32][C:31]=4[O:30][C:29]=3[C:41]3[CH:42]=[CH:43][C:44]([OH:48])=[C:45]([OH:47])[CH:46]=3)[C@H:24]([OH:49])[C@@H:23]([OH:50])[C@@H:22]2[OH:51])[C@H](O)[C@H](O)[C@H]1O.